The task is: Predict the reaction yield, written as a fraction of the theoretical maximum amount of product (1.0 means a 100% yield; for example, 0.34 means a 34% yield).. This data is from Reaction yield outcomes from USPTO patents with 853,638 reactions. (1) The yield is 0.700. The catalyst is O.O1CCCC1. The product is [CH2:9]([CH:8]([C:5]1[CH:6]=[CH:7][C:2]([CH:26]=[O:27])=[CH:3][CH:4]=1)[CH2:11][CH3:12])[CH3:10]. The reactants are Br[C:2]1[CH:7]=[CH:6][C:5]([CH:8]([CH2:11][CH3:12])[CH2:9][CH3:10])=[CH:4][CH:3]=1.C([Li])CCC.CCCCCC.CN(C)[CH:26]=[O:27].[Cl-].[NH4+]. (2) The reactants are CS(O)(=O)=O.[NH2:6][CH2:7][C:8]1[CH:9]=[C:10]2[C:14](=[CH:15][CH:16]=1)[C:13](=[O:17])[N:12]([CH:18]1[CH2:23][CH2:22][C:21](=[O:24])[NH:20][C:19]1=[O:25])[CH2:11]2.CN(C(ON1N=NC2C=CC=NC1=2)=[N+](C)C)C.F[P-](F)(F)(F)(F)F.[Cl:50][C:51]1[CH:52]=[C:53]([C:58]([F:63])([F:62])[C:59](O)=[O:60])[CH:54]=[CH:55][C:56]=1[Cl:57].C(N(C(C)C)C(C)C)C. The catalyst is CN(C=O)C.O. The product is [Cl:50][C:51]1[CH:52]=[C:53]([C:58]([F:63])([F:62])[C:59]([NH:6][CH2:7][C:8]2[CH:9]=[C:10]3[C:14](=[CH:15][CH:16]=2)[C:13](=[O:17])[N:12]([CH:18]2[CH2:23][CH2:22][C:21](=[O:24])[NH:20][C:19]2=[O:25])[CH2:11]3)=[O:60])[CH:54]=[CH:55][C:56]=1[Cl:57]. The yield is 0.409. (3) The reactants are [C:1]([N:5]1[CH:9]=[C:8]2[O:10][C:11]3([CH2:31][C:32](=[O:33])[C:7]2=[N:6]1)[CH2:16][CH2:15][N:14]([C:17](=[O:30])[C:18]1[CH:23]=[CH:22][C:21]([O:24][CH:25]([CH3:27])[CH3:26])=[C:20]([O:28][CH3:29])[CH:19]=1)[CH2:13][CH2:12]3)([CH3:4])([CH3:3])[CH3:2].[BH4-].[Na+]. The catalyst is CO. The product is [C:1]([N:5]1[CH:9]=[C:8]2[O:10][C:11]3([CH2:31][CH:32]([OH:33])[C:7]2=[N:6]1)[CH2:16][CH2:15][N:14]([C:17]([C:18]1[CH:23]=[CH:22][C:21]([O:24][CH:25]([CH3:26])[CH3:27])=[C:20]([O:28][CH3:29])[CH:19]=1)=[O:30])[CH2:13][CH2:12]3)([CH3:2])([CH3:4])[CH3:3]. The yield is 0.940. (4) The reactants are [Cl:1][C:2]1[N:3]=[C:4](Cl)[C:5]2[S:10][CH:9]=[N:8][C:6]=2[N:7]=1.[NH:12]1[CH2:17][CH2:16][O:15][CH2:14][CH2:13]1. The catalyst is CO. The product is [Cl:1][C:2]1[N:3]=[C:4]([N:12]2[CH2:17][CH2:16][O:15][CH2:14][CH2:13]2)[C:5]2[S:10][CH:9]=[N:8][C:6]=2[N:7]=1. The yield is 1.00. (5) The reactants are [NH2:1][C:2]1[CH:3]=[CH:4][CH:5]=[C:6]2[C:10]=1[N:9]([CH2:11][O:12][CH3:13])[C:8]([C:14]([O:16][CH2:17][CH3:18])=[O:15])=[CH:7]2.[CH3:19][O:20][C:21]1[CH:26]=[CH:25][CH:24]=[CH:23][C:22]=1[S:27](Cl)(=[O:29])=[O:28]. The catalyst is N1C=CC=CC=1. The product is [CH3:13][O:12][CH2:11][N:9]1[C:10]2[C:6](=[CH:5][CH:4]=[CH:3][C:2]=2[NH:1][S:27]([C:22]2[CH:23]=[CH:24][CH:25]=[CH:26][C:21]=2[O:20][CH3:19])(=[O:29])=[O:28])[CH:7]=[C:8]1[C:14]([O:16][CH2:17][CH3:18])=[O:15]. The yield is 0.890.